The task is: Predict which catalyst facilitates the given reaction.. This data is from Catalyst prediction with 721,799 reactions and 888 catalyst types from USPTO. Reactant: B.CSC.[CH2:5]([O:7][C:8](=[O:19])[CH2:9][C:10]1[CH:15]=[CH:14][CH:13]=[C:12]([NH:16][CH:17]=O)[CH:11]=1)[CH3:6].Cl. Product: [CH2:5]([O:7][C:8](=[O:19])[CH2:9][C:10]1[CH:15]=[CH:14][CH:13]=[C:12]([NH:16][CH3:17])[CH:11]=1)[CH3:6]. The catalyst class is: 1.